Dataset: Reaction yield outcomes from USPTO patents with 853,638 reactions. Task: Predict the reaction yield, written as a fraction of the theoretical maximum amount of product (1.0 means a 100% yield; for example, 0.34 means a 34% yield). (1) The reactants are Cl.[NH2:2][CH2:3][C:4]([C:6]1[CH:11]=[CH:10][CH:9]=[C:8]([N+:12]([O-:14])=[O:13])[CH:7]=1)=[O:5].[Si:15]([O:32][CH2:33][C:34]([CH3:39])([CH3:38])[C:35](O)=[O:36])([C:28]([CH3:31])([CH3:30])[CH3:29])([C:22]1[CH:27]=[CH:26][CH:25]=[CH:24][CH:23]=1)[C:16]1[CH:21]=[CH:20][CH:19]=[CH:18][CH:17]=1.CN(C(ON1N=NC2C=CC=NC1=2)=[N+](C)C)C.F[P-](F)(F)(F)(F)F.CCN(C(C)C)C(C)C. The catalyst is CN(C=O)C.C(OCC)(=O)C. The product is [Si:15]([O:32][CH2:33][C:34]([CH3:39])([CH3:38])[C:35]([NH:2][CH2:3][C:4]([C:6]1[CH:11]=[CH:10][CH:9]=[C:8]([N+:12]([O-:14])=[O:13])[CH:7]=1)=[O:5])=[O:36])([C:28]([CH3:30])([CH3:31])[CH3:29])([C:22]1[CH:23]=[CH:24][CH:25]=[CH:26][CH:27]=1)[C:16]1[CH:17]=[CH:18][CH:19]=[CH:20][CH:21]=1. The yield is 0.950. (2) The reactants are [NH2:1][C@@H:2]([CH2:6][CH2:7][C:8]([O:10][CH3:11])=[O:9])[C:3]([OH:5])=[O:4].Cl.[C:13]1([N:19]2[CH:23]=[C:22]([C:24](Cl)=[O:25])[CH:21]=[N:20]2)[CH:18]=[CH:17][CH:16]=[CH:15][CH:14]=1. No catalyst specified. The product is [CH3:11][O:10][C:8](=[O:9])[CH2:7][CH2:6][C@H:2]([NH:1][C:24]([C:22]1[CH:21]=[N:20][N:19]([C:13]2[CH:14]=[CH:15][CH:16]=[CH:17][CH:18]=2)[CH:23]=1)=[O:25])[C:3]([OH:5])=[O:4]. The yield is 0.480.